Dataset: NCI-60 drug combinations with 297,098 pairs across 59 cell lines. Task: Regression. Given two drug SMILES strings and cell line genomic features, predict the synergy score measuring deviation from expected non-interaction effect. (1) Drug 1: C1=CC(=CC=C1CC(C(=O)O)N)N(CCCl)CCCl.Cl. Drug 2: CNC(=O)C1=NC=CC(=C1)OC2=CC=C(C=C2)NC(=O)NC3=CC(=C(C=C3)Cl)C(F)(F)F. Cell line: UACC62. Synergy scores: CSS=24.3, Synergy_ZIP=-2.78, Synergy_Bliss=0.376, Synergy_Loewe=-9.86, Synergy_HSA=1.62. (2) Drug 2: CC1=C(C=C(C=C1)NC(=O)C2=CC=C(C=C2)CN3CCN(CC3)C)NC4=NC=CC(=N4)C5=CN=CC=C5. Cell line: NCI-H460. Synergy scores: CSS=59.2, Synergy_ZIP=12.8, Synergy_Bliss=14.7, Synergy_Loewe=-28.9, Synergy_HSA=13.9. Drug 1: CC1=C2C(C(=O)C3(C(CC4C(C3C(C(C2(C)C)(CC1OC(=O)C(C(C5=CC=CC=C5)NC(=O)OC(C)(C)C)O)O)OC(=O)C6=CC=CC=C6)(CO4)OC(=O)C)OC)C)OC.